This data is from Forward reaction prediction with 1.9M reactions from USPTO patents (1976-2016). The task is: Predict the product of the given reaction. (1) The product is: [Br:24][C:25]1[CH:26]=[C:27]2[N:33]([C:2]3[C:11]4[C:6](=[CH:7][C:8]([F:12])=[CH:9][CH:10]=4)[N:5]=[C:4]([C:13]4[CH:18]=[CH:17][CH:16]=[CH:15][C:14]=4[S:19]([CH3:22])(=[O:21])=[O:20])[C:3]=3[CH3:23])[CH2:32][C:31]([CH3:35])([CH3:34])[C:28]2=[N:29][CH:30]=1. Given the reactants Cl[C:2]1[C:11]2[C:6](=[CH:7][C:8]([F:12])=[CH:9][CH:10]=2)[N:5]=[C:4]([C:13]2[CH:18]=[CH:17][CH:16]=[CH:15][C:14]=2[S:19]([CH3:22])(=[O:21])=[O:20])[C:3]=1[CH3:23].[Br:24][C:25]1[CH:26]=[C:27]2[NH:33][CH2:32][C:31]([CH3:35])([CH3:34])[C:28]2=[N:29][CH:30]=1.Cl.O1CCOCC1, predict the reaction product. (2) Given the reactants [F:1][C:2]1[CH:3]=[CH:4][C:5]([N+:9]([O-])=O)=[C:6]([OH:8])[CH:7]=1.[C:12](OC(=O)C)(=[O:14])[CH3:13], predict the reaction product. The product is: [F:1][C:2]1[CH:3]=[CH:4][C:5]([NH:9][C:12](=[O:14])[CH3:13])=[C:6]([OH:8])[CH:7]=1. (3) Given the reactants [CH2:1]([C:8]1[CH:13]=[CH:12][C:11]([N:14]2[S:18](=[O:20])(=[O:19])[NH:17][C:16](=[O:21])[CH2:15]2)=[C:10]([OH:22])[CH:9]=1)[C:2]1[CH:7]=[CH:6][CH:5]=[CH:4][CH:3]=1.CC([O-])(C)C.[K+].[C:29](Cl)(=[O:36])[C:30]1[CH:35]=[CH:34][CH:33]=[CH:32][CH:31]=1, predict the reaction product. The product is: [CH2:1]([C:8]1[CH:13]=[CH:12][C:11]([N:14]2[CH2:15][C:16](=[O:21])[NH:17][S:18]2(=[O:20])=[O:19])=[C:10]([O:22][C:29](=[O:36])[C:30]2[CH:35]=[CH:34][CH:33]=[CH:32][CH:31]=2)[CH:9]=1)[C:2]1[CH:3]=[CH:4][CH:5]=[CH:6][CH:7]=1. (4) Given the reactants Br[C:2]1[S:3][CH:4]=[C:5]([Br:7])[N:6]=1.[OH:8][C:9]1[CH:14]=[CH:13][C:12](B(O)O)=[CH:11][CH:10]=1.P([O-])([O-])([O-])=O.[K+].[K+].[K+], predict the reaction product. The product is: [Br:7][C:5]1[N:6]=[C:2]([C:12]2[CH:13]=[CH:14][C:9]([OH:8])=[CH:10][CH:11]=2)[S:3][CH:4]=1. (5) The product is: [Cl:9][CH2:10][CH2:11][CH2:12][O:13][C:14]1[CH:15]=[C:16]2[C:17]([C:18]([OH:20])=[C:7]([C:6]#[N:8])[CH:27]=[N:26]2)=[CH:22][C:23]=1[O:24][CH3:25]. Given the reactants [Li]CCCC.[C:6](#[N:8])[CH3:7].[Cl:9][CH2:10][CH2:11][CH2:12][O:13][C:14]1[C:23]([O:24][CH3:25])=[CH:22][C:17]([C:18]([O:20]C)=O)=[C:16](/[N:26]=[CH:27]/N(C)C)[CH:15]=1.C(=O)=O.CC(O)=O, predict the reaction product. (6) Given the reactants [C:1]1([C:19]2[CH:24]=[CH:23][CH:22]=[CH:21][CH:20]=2)[CH:6]=[CH:5][C:4]([O:7][CH2:8][C:9]2[CH:10]=[C:11]([S:15]([NH2:18])(=[O:17])=[O:16])[O:12][C:13]=2[CH3:14])=[CH:3][CH:2]=1.C(N(CC)CC)C.[C:32](Cl)(=[O:36])[CH2:33][CH2:34][CH3:35], predict the reaction product. The product is: [C:32]([NH:18][S:15]([C:11]1[O:12][C:13]([CH3:14])=[C:9]([CH2:8][O:7][C:4]2[CH:3]=[CH:2][C:1]([C:19]3[CH:20]=[CH:21][CH:22]=[CH:23][CH:24]=3)=[CH:6][CH:5]=2)[CH:10]=1)(=[O:17])=[O:16])(=[O:36])[CH2:33][CH2:34][CH3:35]. (7) Given the reactants [Cl:1][C:2]1[C:7]([O:8][CH3:9])=[C:6]([O:10][CH3:11])[CH:5]=[CH:4][C:3]=1[CH2:12][CH:13]([NH2:15])[CH3:14].[CH:16](OCC)=[O:17], predict the reaction product. The product is: [Cl:1][C:2]1[C:7]([O:8][CH3:9])=[C:6]([O:10][CH3:11])[CH:5]=[CH:4][C:3]=1[CH2:12][CH:13]([NH:15][CH:16]=[O:17])[CH3:14]. (8) Given the reactants S(=O)(=O)(O)O.[Br:6][C@H:7]([CH2:11][CH3:12])[C:8]([OH:10])=[O:9].[CH2:13](O)[CH3:14], predict the reaction product. The product is: [Br:6][C@H:7]([CH2:11][CH3:12])[C:8]([O:10][CH2:13][CH3:14])=[O:9]. (9) Given the reactants [NH:1]1[C:9]2[C:4](=[N:5][CH:6]=[CH:7][CH:8]=2)[CH:3]=[CH:2]1.ClC1C=CC=C(C(OO)=[O:18])C=1, predict the reaction product. The product is: [NH:1]1[C:9]2[C:4](=[N+:5]([O-:18])[CH:6]=[CH:7][CH:8]=2)[CH:3]=[CH:2]1.